From a dataset of Catalyst prediction with 721,799 reactions and 888 catalyst types from USPTO. Predict which catalyst facilitates the given reaction. (1) Reactant: [NH2:1][C:2]1[CH:3]=[N:4][CH:5]=[C:6](Br)[CH:7]=1.[C:9]([N:16]1[C:24]2[C:19](=[CH:20][CH:21]=[CH:22][CH:23]=2)[CH:18]=[C:17]1B(O)O)([O:11][C:12]([CH3:15])([CH3:14])[CH3:13])=[O:10].C([O-])([O-])=O.[K+].[K+].CC#N. Product: [NH2:1][C:2]1[CH:7]=[C:6]([C:17]2[N:16]([C:9]([O:11][C:12]([CH3:15])([CH3:14])[CH3:13])=[O:10])[C:24]3[C:19]([CH:18]=2)=[CH:20][CH:21]=[CH:22][CH:23]=3)[CH:5]=[N:4][CH:3]=1. The catalyst class is: 103. (2) Reactant: [CH3:1][C@@:2]([C:6]([OH:8])=[O:7])([CH2:4][OH:5])[NH2:3].C[Si](/N=C(/O[Si](C)(C)C)\C(F)(F)F)(C)C.[C:24](O[C:24]([O:26][C:27]([CH3:30])([CH3:29])[CH3:28])=[O:25])([O:26][C:27]([CH3:30])([CH3:29])[CH3:28])=[O:25]. Product: [CH3:28][C:27]([O:26][C:24]([NH:3][C@:2]([CH3:1])([C:6]([OH:8])=[O:7])[CH2:4][OH:5])=[O:25])([CH3:30])[CH3:29]. The catalyst class is: 4.